This data is from Full USPTO retrosynthesis dataset with 1.9M reactions from patents (1976-2016). The task is: Predict the reactants needed to synthesize the given product. Given the product [C:35]([CH2:34][CH:33]([N:1]1[CH:5]=[C:4]([C:6]2[CH:11]=[N:10][N:9]3[C:12]([C:15]4[CH:16]=[C:17]([NH:21][C:22]([NH:24][CH2:25][C:26]([F:28])([F:27])[F:29])=[O:23])[CH:18]=[CH:19][CH:20]=4)=[CH:13][N:14]=[C:8]3[CH:7]=2)[CH:3]=[N:2]1)[CH:30]1[CH2:32][CH2:31]1)#[N:36], predict the reactants needed to synthesize it. The reactants are: [NH:1]1[CH:5]=[C:4]([C:6]2[CH:11]=[N:10][N:9]3[C:12]([C:15]4[CH:16]=[C:17]([NH:21][C:22]([NH:24][CH2:25][C:26]([F:29])([F:28])[F:27])=[O:23])[CH:18]=[CH:19][CH:20]=4)=[CH:13][N:14]=[C:8]3[CH:7]=2)[CH:3]=[N:2]1.[CH:30]1(/[CH:33]=[CH:34]/[C:35]#[N:36])[CH2:32][CH2:31]1.